From a dataset of Forward reaction prediction with 1.9M reactions from USPTO patents (1976-2016). Predict the product of the given reaction. (1) Given the reactants [CH2:1]([N:4]1[CH2:9][CH2:8][C:7](=O)[CH2:6][CH2:5]1)[CH2:2][CH3:3].[CH3:11][O:12][C:13]1[CH:14]=[C:15]2[C:20](=[CH:21][C:22]=1[N+:23]([O-:25])=[O:24])[CH2:19][NH:18][CH2:17][CH2:16]2.C(O)(=O)C.C(O[BH-](OC(=O)C)OC(=O)C)(=O)C.[Na+], predict the reaction product. The product is: [CH3:11][O:12][C:13]1[CH:14]=[C:15]2[C:20](=[CH:21][C:22]=1[N+:23]([O-:25])=[O:24])[CH2:19][N:18]([CH:7]1[CH2:8][CH2:9][N:4]([CH2:1][CH2:2][CH3:3])[CH2:5][CH2:6]1)[CH2:17][CH2:16]2. (2) The product is: [F:40][C:37]1[CH:38]=[CH:39][C:19]([NH:18][C:17]2[C:12]3[C:11]([CH3:42])=[C:10]([C:7]([NH2:8])=[O:9])[S:41][C:13]=3[N:14]=[CH:15][N:16]=2)=[C:20]([O:21][C@H:22]2[CH2:23][C@@H:24]([CH2:31][OH:32])[N:25]([S:27]([CH3:30])(=[O:29])=[O:28])[CH2:26]2)[CH:36]=1. Given the reactants C(=O)([O-])[O-].[K+].[K+].[C:7]([C:10]1[S:41][C:13]2[N:14]=[CH:15][N:16]=[C:17]([NH:18][C:19]3[CH:39]=[CH:38][C:37]([F:40])=[CH:36][C:20]=3[O:21][C@@H:22]3[CH2:26][N:25]([S:27]([CH3:30])(=[O:29])=[O:28])[C@H:24]([CH2:31][O:32]C(=O)C)[CH2:23]3)[C:12]=2[C:11]=1[CH3:42])(=[O:9])[NH2:8].OS([O-])(=O)=O.[K+], predict the reaction product. (3) Given the reactants [CH:1]1([NH2:7])[CH2:6][CH2:5][CH2:4][CH2:3][CH2:2]1.[CH3:8][CH2:9][O:10][C:11]([CH3:13])=[O:12].[CH3:14][CH2:15][CH2:16]CCCC, predict the reaction product. The product is: [NH3:7].[CH:1]1([NH:7][CH:15]([CH3:16])/[CH:14]=[CH:13]/[C:11]([O:10][CH2:9][CH3:8])=[O:12])[CH2:6][CH2:5][CH2:4][CH2:3][CH2:2]1. (4) Given the reactants [C:1](Cl)(=[O:3])[CH3:2].[Cl-].[Al+3].[Cl-].[Cl-].[C:9]([O:17][C:18]1[C:26]2[CH:25]=[CH:24][S:23][C:22]=2[CH:21]=[CH:20][CH:19]=1)(=[O:16])[C:10]1[CH:15]=[CH:14][CH:13]=[CH:12][CH:11]=1, predict the reaction product. The product is: [C:9]([O:17][C:18]1[C:26]2[CH:25]=[C:24]([C:1](=[O:3])[CH3:2])[S:23][C:22]=2[CH:21]=[CH:20][CH:19]=1)(=[O:16])[C:10]1[CH:11]=[CH:12][CH:13]=[CH:14][CH:15]=1. (5) Given the reactants [CH3:1][O:2][C:3]([CH:5]([CH:12]1[NH:17][CH2:16][CH2:15][CH2:14][CH2:13]1)[C:6]1[CH:7]=[CH:8][CH:9]=[CH:10][CH:11]=1)=[O:4].Cl.C(=O)(O)[O-].[Na+], predict the reaction product. The product is: [CH3:1][O:2][C:3]([CH:5]([CH:12]1[NH:17][CH2:16][CH2:15][CH2:14][CH2:13]1)[C:6]1[CH:11]=[CH:10][CH:9]=[CH:8][CH:7]=1)=[O:4]. (6) Given the reactants [NH2:1][CH2:2][CH2:3][CH2:4][C@H:5]([NH:9][C:10]([C:12]1[S:13][C:14]([CH:17]([C:24]2[CH:29]=[CH:28][CH:27]=[CH:26][CH:25]=2)[C:18]2[CH:23]=[CH:22][CH:21]=[CH:20][CH:19]=2)=[CH:15][CH:16]=1)=[O:11])[C:6]([OH:8])=[O:7].[C:30]([OH:36])([C:32]([F:35])([F:34])[F:33])=[O:31].C(O)C.Cl.C(O[C:44](=[NH:51])[CH2:45][C:46]([O:48][CH2:49][CH3:50])=[O:47])C, predict the reaction product. The product is: [C:24]1([CH:17]([C:18]2[CH:19]=[CH:20][CH:21]=[CH:22][CH:23]=2)[C:14]2[S:13][C:12]([C:10]([NH:9][C@@H:5]([CH2:4][CH2:3][CH2:2][NH:1][C:44](=[NH:51])[CH2:45][C:46]([O:48][CH2:49][CH3:50])=[O:47])[C:6]([OH:8])=[O:7])=[O:11])=[CH:16][CH:15]=2)[CH:29]=[CH:28][CH:27]=[CH:26][CH:25]=1.[C:30]([OH:36])([C:32]([F:35])([F:34])[F:33])=[O:31]. (7) Given the reactants [Br:1][C:2]1[CH:7]=[C:6]([S:8]([CH2:11][CH2:12][CH3:13])(=[O:10])=[O:9])[CH:5]=[C:4]([O:14]C)[CH:3]=1.B(Br)(Br)Br, predict the reaction product. The product is: [Br:1][C:2]1[CH:3]=[C:4]([OH:14])[CH:5]=[C:6]([S:8]([CH2:11][CH2:12][CH3:13])(=[O:9])=[O:10])[CH:7]=1. (8) Given the reactants [Si:1]([O:8][CH2:9][CH2:10][C:11]1[CH:12]=[C:13]([OH:17])[CH:14]=[CH:15][CH:16]=1)([C:4]([CH3:7])([CH3:6])[CH3:5])([CH3:3])[CH3:2].C([Mg]Br)C.C1(C)C=CC=CC=1.[CH2:29]=[O:30], predict the reaction product. The product is: [Si:1]([O:8][CH2:9][CH2:10][C:11]1[CH:16]=[CH:15][C:14]([CH:29]=[O:30])=[C:13]([OH:17])[CH:12]=1)([C:4]([CH3:6])([CH3:7])[CH3:5])([CH3:3])[CH3:2]. (9) Given the reactants [O:1]([NH2:3])[CH3:2].N1C=CC=CC=1.[CH:10]12[CH2:19][CH:14]3[CH2:15][CH:16]([CH2:18][CH:12]([CH2:13]3)[C:11]1=O)[CH2:17]2, predict the reaction product. The product is: [CH3:2][O:1][N:3]=[C:11]1[CH:12]2[CH2:18][CH:16]3[CH2:15][CH:14]([CH2:19][CH:10]1[CH2:17]3)[CH2:13]2.